Dataset: Forward reaction prediction with 1.9M reactions from USPTO patents (1976-2016). Task: Predict the product of the given reaction. (1) Given the reactants [CH2:1]([O:8][C:9]1[C:14]([C:15]([CH3:18])([CH3:17])[CH3:16])=[CH:13][CH:12]=[CH:11][C:10]=1[C:19]([C:21]1[CH:26]=[CH:25][CH:24]=[C:23]([C:27]2[CH:32]=[CH:31][CH:30]=[CH:29][N:28]=2)[CH:22]=1)=[O:20])[C:2]1[CH:7]=[CH:6][CH:5]=[CH:4][CH:3]=1.[C:33]1([Li])[CH:38]=[CH:37][CH:36]=[CH:35][CH:34]=1.[Cl-].[NH4+], predict the reaction product. The product is: [CH2:1]([O:8][C:9]1[C:14]([C:15]([CH3:18])([CH3:17])[CH3:16])=[CH:13][CH:12]=[CH:11][C:10]=1[C:19]([C:33]1[CH:38]=[CH:37][CH:36]=[CH:35][CH:34]=1)([C:21]1[CH:26]=[CH:25][CH:24]=[C:23]([C:27]2[CH:32]=[CH:31][CH:30]=[CH:29][N:28]=2)[CH:22]=1)[OH:20])[C:2]1[CH:3]=[CH:4][CH:5]=[CH:6][CH:7]=1. (2) Given the reactants C(=O)([O-])[O-].[K+].[K+].[Cl:7][C:8]1[CH:9]=[C:10]([OH:15])[CH:11]=[CH:12][C:13]=1[Cl:14].[Br:16][C:17]1[CH:22]=[C:21]([Cl:23])[C:20]([CH2:24]Br)=[CH:19][C:18]=1[F:26], predict the reaction product. The product is: [Br:16][C:17]1[CH:22]=[C:21]([Cl:23])[C:20]([CH2:24][O:15][C:10]2[CH:11]=[CH:12][C:13]([Cl:14])=[C:8]([Cl:7])[CH:9]=2)=[CH:19][C:18]=1[F:26].